Dataset: Experimentally validated miRNA-target interactions with 360,000+ pairs, plus equal number of negative samples. Task: Binary Classification. Given a miRNA mature sequence and a target amino acid sequence, predict their likelihood of interaction. The miRNA is hsa-miR-4789-3p with sequence CACACAUAGCAGGUGUAUAUA. The protein sequence of the target gene is MDRNYPSAGFGDPLGAGAGWSYERSAKASLVYGSSRTSHPETDILHRQAYAAPHPLQSYATNHHPAGLSGLFDTGLHHAGSAGPDASVMNLISALESRGPQPGPSASSLLSQFRSPSWQTAMHTPGPTELFISGALPGSSTFPSSSALSAYQHPASFGSRPFPVPSSLSLQDPPFSPPANGLLSPHDVLHLKPSQAPTVPSSLGFERLAGGGVLGPAGLGPAQTPPYRPGPPDPPPPPRHLPTQFNLLASSSAAAAAAEQSSPQLYNFSGAAPGPPPPERALPRQDTVIKHYQRPASAQP.... Result: 0 (no interaction).